Dataset: HIV replication inhibition screening data with 41,000+ compounds from the AIDS Antiviral Screen. Task: Binary Classification. Given a drug SMILES string, predict its activity (active/inactive) in a high-throughput screening assay against a specified biological target. (1) The molecule is COC(=O)c1ccccc1C1CN=NC12Cc1cc3c(cc1C2=O)CCC3. The result is 0 (inactive). (2) The drug is CCOC(=O)c1ccc(CS(=O)(=O)c2ccccc2C(=O)OCC)cc1. The result is 0 (inactive).